Dataset: Catalyst prediction with 721,799 reactions and 888 catalyst types from USPTO. Task: Predict which catalyst facilitates the given reaction. (1) Reactant: [Al+3].[Cl-].[Cl-].[Cl-].[Cl:5][C:6]1[S:10][C:9]2=[N:11][C:12]([Cl:14])=[CH:13][N:8]2[CH:7]=1.Cl[CH2:16][N:17]1[CH2:21][CH:20]([CH2:22][CH2:23][CH3:24])[CH2:19][C:18]1=[O:25].O. Product: [Cl:5][C:6]1[S:10][C:9]2=[N:11][C:12]([Cl:14])=[C:13]([CH2:16][N:17]3[CH2:21][CH:20]([CH2:22][CH2:23][CH3:24])[CH2:19][C:18]3=[O:25])[N:8]2[CH:7]=1. The catalyst class is: 12. (2) Reactant: [CH3:1][C:2](=[CH:4][CH2:5][CH2:6][C:7](=[CH:9][CH:10]=[O:11])[CH3:8])[CH3:3].C(=O)([S:14][CH2:15][CH2:16][C:17]([N:19]([CH3:21])[CH3:20])=[O:18])C.C1CCN2C(=NCCC2)CC1. Product: [CH3:8][C:7]([S:14][CH2:15][CH2:16][C:17]([N:19]([CH3:21])[CH3:20])=[O:18])([CH2:6][CH2:5][CH:4]=[C:2]([CH3:1])[CH3:3])[CH2:9][CH:10]=[O:11]. The catalyst class is: 5. (3) Reactant: C(OC([NH:8][C:9]1[S:13][C:12]([C:14]2[C:19]([F:20])=[CH:18][CH:17]=[CH:16][C:15]=2[F:21])=[N:11][C:10]=1[C:22]([NH:24][C:25]1[CH:29]=[N:28][N:27]([CH3:30])[C:26]=1[N:31]1[CH2:46][C:35]2([CH2:38][N:37](C(OC(C)(C)C)=O)[CH2:36]2)[CH2:34][CH2:33][CH2:32]1)=[O:23])=O)(C)(C)C.ClCCl.Cl. Product: [NH2:8][C:9]1[S:13][C:12]([C:14]2[C:19]([F:20])=[CH:18][CH:17]=[CH:16][C:15]=2[F:21])=[N:11][C:10]=1[C:22]([NH:24][C:25]1[CH:29]=[N:28][N:27]([CH3:30])[C:26]=1[N:31]1[CH2:32][CH2:33][CH2:34][C:35]2([CH2:36][NH:37][CH2:38]2)[CH2:46]1)=[O:23]. The catalyst class is: 71. (4) Reactant: [C:1]([C:3]1[CH:4]=[CH:5][C:6]([OH:13])=[C:7]([CH:12]=1)[C:8]([O:10][CH3:11])=[O:9])#[N:2].C(=O)([O-])[O-].[K+].[K+].Br[CH2:21][C:22]1[CH:27]=[CH:26][CH:25]=[CH:24][CH:23]=1. Product: [C:1]([C:3]1[CH:4]=[CH:5][C:6]([O:13][CH2:21][C:22]2[CH:27]=[CH:26][CH:25]=[CH:24][CH:23]=2)=[C:7]([CH:12]=1)[C:8]([O:10][CH3:11])=[O:9])#[N:2]. The catalyst class is: 21. (5) Reactant: [CH:1]1([CH2:6][CH2:7][CH2:8][CH:9]=[O:10])[CH2:5][CH2:4][CH2:3][CH2:2]1.[BH4-].[Na+]. Product: [CH:1]1([CH2:6][CH2:7][CH2:8][CH2:9][OH:10])[CH2:5][CH2:4][CH2:3][CH2:2]1. The catalyst class is: 863. (6) Product: [CH3:25][C:22]1[CH:23]=[CH:24][C:19]([O:1][C:2]2[CH:3]=[C:4]3[C:8](=[CH:9][CH:10]=2)[CH2:7][C@H:6]([NH:11][S:12]([CH:15]([CH3:17])[CH3:16])(=[O:14])=[O:13])[CH2:5]3)=[N:20][CH:21]=1. Reactant: [OH:1][C:2]1[CH:3]=[C:4]2[C:8](=[CH:9][CH:10]=1)[CH2:7][C@H:6]([NH:11][S:12]([CH:15]([CH3:17])[CH3:16])(=[O:14])=[O:13])[CH2:5]2.Br[C:19]1[CH:24]=[CH:23][C:22]([CH3:25])=[CH:21][N:20]=1.C([O-])([O-])=O.[Cs+].[Cs+].CN(C)CC(O)=O. The catalyst class is: 156. (7) Reactant: [H-].[Na+].[CH3:3][C:4]([Si:7]([CH3:37])([CH3:36])[O:8][CH2:9][C@@H:10]([NH:20][C:21]1[C:26]([NH:27][CH2:28][C:29](OCC)=[O:30])=[CH:25][CH:24]=[C:23]([O:34][CH3:35])[N:22]=1)[CH2:11][O:12][CH2:13][C:14]1[CH:19]=[CH:18][CH:17]=[CH:16][CH:15]=1)([CH3:6])[CH3:5]. Product: [CH3:3][C:4]([Si:7]([CH3:36])([CH3:37])[O:8][CH2:9][C@@H:10]([N:20]1[C:29](=[O:30])[CH2:28][NH:27][C:26]2[CH:25]=[CH:24][C:23]([O:34][CH3:35])=[N:22][C:21]1=2)[CH2:11][O:12][CH2:13][C:14]1[CH:19]=[CH:18][CH:17]=[CH:16][CH:15]=1)([CH3:6])[CH3:5]. The catalyst class is: 1.